From a dataset of Forward reaction prediction with 1.9M reactions from USPTO patents (1976-2016). Predict the product of the given reaction. (1) Given the reactants [C:1]([O:5][C:6](=[O:23])[NH:7][CH2:8][CH2:9][C:10]1[CH:15]=[CH:14][CH:13]=[C:12]([C:16]2[S:17][C:18]([CH:21]=O)=[CH:19][CH:20]=2)[CH:11]=1)([CH3:4])([CH3:3])[CH3:2].[S:24]1[CH2:28][C:27](=[O:29])[NH:26][C:25]1=[O:30].C([O-])(=O)C.[NH2+]1CCCCC1, predict the reaction product. The product is: [O:30]=[C:25]1[NH:26][C:27](=[O:29])[C:28](=[CH:21][C:18]2[S:17][C:16]([C:12]3[CH:11]=[C:10]([CH:15]=[CH:14][CH:13]=3)[CH2:9][CH2:8][NH:7][C:6](=[O:23])[O:5][C:1]([CH3:4])([CH3:3])[CH3:2])=[CH:20][CH:19]=2)[S:24]1. (2) Given the reactants C([O:3][C:4](=[O:34])[CH2:5][N:6]([S:28]([N:31]([CH3:33])[CH3:32])(=[O:30])=[O:29])[CH2:7][C:8]1[CH:13]=[CH:12][CH:11]=[C:10]([O:14][CH2:15][CH2:16][C:17]2[N:18]=[C:19]([C:23]3[S:24][CH:25]=[CH:26][CH:27]=3)[O:20][C:21]=2[CH3:22])[CH:9]=1)C.O.[OH-].[Li+], predict the reaction product. The product is: [CH3:32][N:31]([S:28]([N:6]([CH2:5][C:4]([OH:34])=[O:3])[CH2:7][C:8]1[CH:13]=[CH:12][CH:11]=[C:10]([O:14][CH2:15][CH2:16][C:17]2[N:18]=[C:19]([C:23]3[S:24][CH:25]=[CH:26][CH:27]=3)[O:20][C:21]=2[CH3:22])[CH:9]=1)(=[O:30])=[O:29])[CH3:33]. (3) Given the reactants NCC(C1C=NC(C(F)(F)F)=CC=1)O.C(N(CC)CC)C.ClCC(Cl)=O.C([O-])(O)=O.[Na+].Cl[CH2:33][C:34]([NH:36][CH2:37][CH:38]([OH:49])[C:39]1[CH:40]=[N:41][C:42]([C:45]([F:48])([F:47])[F:46])=[CH:43][CH:44]=1)=[O:35].[OH-].[K+], predict the reaction product. The product is: [F:46][C:45]([F:48])([F:47])[C:42]1[N:41]=[CH:40][C:39]([CH:38]2[CH2:37][NH:36][C:34](=[O:35])[CH2:33][O:49]2)=[CH:44][CH:43]=1. (4) Given the reactants [Sn].[CH:2]1([N:7]2[C:12]3[N:13]=[C:14]([NH:18][C:19]4[CH:24]=[CH:23][C:22]([N:25]5[CH2:30][CH2:29][N:28](C(OC(C)(C)C)=O)[CH2:27][CH2:26]5)=[CH:21][CH:20]=4)[N:15]=[C:16]([CH3:17])[C:11]=3[CH:10]=[C:9]([C:38]3[S:39][CH:40]=[CH:41][N:42]=3)[C:8]2=[O:43])[CH2:6][CH2:5][CH2:4][CH2:3]1, predict the reaction product. The product is: [CH:2]1([N:7]2[C:12]3[N:13]=[C:14]([NH:18][C:19]4[CH:20]=[CH:21][C:22]([N:25]5[CH2:26][CH2:27][NH:28][CH2:29][CH2:30]5)=[CH:23][CH:24]=4)[N:15]=[C:16]([CH3:17])[C:11]=3[CH:10]=[C:9]([C:38]3[S:39][CH:40]=[CH:41][N:42]=3)[C:8]2=[O:43])[CH2:3][CH2:4][CH2:5][CH2:6]1. (5) The product is: [CH3:20][O:14][C:13]([C:3]1[C:2]([OH:1])=[CH:11][C:10]2[C:5](=[CH:6][C:7]([OH:12])=[CH:8][CH:9]=2)[CH:4]=1)=[O:15]. Given the reactants [OH:1][C:2]1[C:3]([C:13]([OH:15])=[O:14])=[CH:4][C:5]2[C:10]([CH:11]=1)=[CH:9][CH:8]=[C:7]([OH:12])[CH:6]=2.S(Cl)(Cl)=O.[CH3:20]O, predict the reaction product. (6) Given the reactants CS(O[CH:6]([CH2:16][NH:17][C:18]([O:20][C:21]([CH3:24])([CH3:23])[CH3:22])=[O:19])[CH2:7][NH:8][C:9]([O:11][C:12]([CH3:15])([CH3:14])[CH3:13])=[O:10])(=O)=O.[K].[C:26]1(=[O:36])[NH:30][C:29](=[O:31])[C:28]2=[CH:32][CH:33]=[CH:34][CH:35]=[C:27]12, predict the reaction product. The product is: [O:31]=[C:29]1[C:28]2[C:27](=[CH:35][CH:34]=[CH:33][CH:32]=2)[C:26](=[O:36])[N:30]1[CH:6]([CH2:16][NH:17][C:18](=[O:19])[O:20][C:21]([CH3:24])([CH3:23])[CH3:22])[CH2:7][NH:8][C:9](=[O:10])[O:11][C:12]([CH3:15])([CH3:14])[CH3:13]. (7) The product is: [ClH:37].[ClH:61].[ClH:37].[Cl:37][C:38]1[CH:43]=[C:42]([C:10]2[CH:11]=[C:12]3[C:7](=[CH:8][CH:9]=2)[N:6]=[CH:5][C:4]([C:1](=[O:3])[CH3:2])=[C:13]3[NH:14][C:15]2[CH:20]=[N:19][C:18]([N:21]3[CH2:26][CH2:25][CH2:24][CH:23]([NH:27][CH3:35])[CH2:22]3)=[CH:17][CH:16]=2)[CH:41]=[C:40]([F:53])[C:39]=1[OH:54]. Given the reactants [C:1]([C:4]1[CH:5]=[N:6][C:7]2[C:12]([C:13]=1[NH:14][C:15]1[CH:16]=[CH:17][C:18]([N:21]3[CH2:26][CH2:25][CH2:24][CH:23]([N:27]([CH3:35])C(=O)OC(C)(C)C)[CH2:22]3)=[N:19][CH:20]=1)=[CH:11][C:10](Br)=[CH:9][CH:8]=2)(=[O:3])[CH3:2].[Cl:37][C:38]1[CH:43]=[C:42](B2OC(C)(C)C(C)(C)O2)[CH:41]=[C:40]([F:53])[C:39]=1[OH:54].C([O-])([O-])=O.[Cs+].[Cs+].[ClH:61], predict the reaction product. (8) The product is: [CH3:3][C:4]1[N:5]=[CH:6][N:7]([C:10]2[CH:11]=[C:12]([NH2:20])[CH:13]=[C:14]([C:16]([F:19])([F:17])[F:18])[CH:15]=2)[CH:8]=1. Given the reactants [H-].[Na+].[CH3:3][C:4]1[N:5]=[CH:6][NH:7][CH:8]=1.F[C:10]1[CH:11]=[C:12]([NH2:20])[CH:13]=[C:14]([C:16]([F:19])([F:18])[F:17])[CH:15]=1, predict the reaction product. (9) Given the reactants [F:1][C:2]1[CH:7]=[CH:6][C:5]([C:8](=[O:18])[CH2:9][C:10]2[NH:11][CH:12]=[C:13]([CH:15]([CH3:17])[CH3:16])[N:14]=2)=[CH:4][CH:3]=1.[C:19](O)(=[O:22])[C:20]#[CH:21].N1(C(N2C=CN=C2)=O)C=CN=C1, predict the reaction product. The product is: [F:1][C:2]1[CH:7]=[CH:6][C:5]([C:8]([C:9]2[CH:21]=[CH:20][C:19](=[O:22])[N:11]3[CH:12]=[C:13]([CH:15]([CH3:16])[CH3:17])[NH:14][C:10]=23)=[O:18])=[CH:4][CH:3]=1.